This data is from Full USPTO retrosynthesis dataset with 1.9M reactions from patents (1976-2016). The task is: Predict the reactants needed to synthesize the given product. (1) Given the product [Cl:1][C:2]1[N:7]=[C:6]([NH:10][C:11]2[C:12]([O:19][CH3:20])=[N:13][C:14]([O:17][CH3:18])=[CH:15][CH:16]=2)[C:5]([F:9])=[CH:4][N:3]=1, predict the reactants needed to synthesize it. The reactants are: [Cl:1][C:2]1[N:7]=[C:6](Cl)[C:5]([F:9])=[CH:4][N:3]=1.[NH2:10][C:11]1[C:12]([O:19][CH3:20])=[N:13][C:14]([O:17][CH3:18])=[CH:15][CH:16]=1. (2) Given the product [CH3:16][N:17]([CH3:19])[CH:18]=[CH:2][C:1]([C:4]1[CH:5]=[C:6]([NH:10][C:11](=[O:13])[CH3:12])[CH:7]=[CH:8][CH:9]=1)=[O:3], predict the reactants needed to synthesize it. The reactants are: [C:1]([C:4]1[CH:5]=[C:6]([NH:10][C:11](=[O:13])[CH3:12])[CH:7]=[CH:8][CH:9]=1)(=[O:3])[CH3:2].CO[CH:16](OC)[N:17]([CH3:19])[CH3:18]. (3) Given the product [ClH:1].[ClH:1].[Cl:1][C:2]1[CH:3]=[C:4]([NH:19][C:20]2[C:30]3[CH:29]=[C:28]([CH2:31][NH:32][CH2:45][CH2:46][O:47][CH3:48])[CH2:27][CH2:26][NH:25][C:24]=3[N:23]=[CH:22][N:21]=2)[CH:5]=[CH:6][C:7]=1[O:8][C:9]1[CH:14]=[CH:13][CH:12]=[C:11]([C:15]([F:18])([F:17])[F:16])[CH:10]=1, predict the reactants needed to synthesize it. The reactants are: [Cl:1][C:2]1[CH:3]=[C:4]([NH:19][C:20]2[C:30]3[CH:29]=[C:28]([CH2:31][N:32]([CH2:45][CH2:46][O:47][CH3:48])S(C4C=CC=CC=4[N+]([O-])=O)(=O)=O)[CH2:27][CH2:26][NH:25][C:24]=3[N:23]=[CH:22][N:21]=2)[CH:5]=[CH:6][C:7]=1[O:8][C:9]1[CH:14]=[CH:13][CH:12]=[C:11]([C:15]([F:18])([F:17])[F:16])[CH:10]=1.SCCO. (4) Given the product [OH:43][CH2:42][C:41]([N:38]1[CH2:39][CH2:40][N:35]([CH2:34][CH2:33][NH:32][C:30]([C:26]2[C:25]([CH3:48])=[C:24](/[CH:23]=[C:16]3\[C:17](=[O:22])[NH:18][C:19]4[C:15]\3=[CH:14][C:13]([S:10]([CH2:9][C:3]3[C:2]([Cl:1])=[CH:7][CH:6]=[CH:5][C:4]=3[Cl:8])(=[O:12])=[O:11])=[CH:21][CH:20]=4)[NH:28][C:27]=2[CH3:29])=[O:31])[CH2:36][CH2:37]1)=[O:47], predict the reactants needed to synthesize it. The reactants are: [Cl:1][C:2]1[CH:7]=[CH:6][CH:5]=[C:4]([Cl:8])[C:3]=1[CH2:9][S:10]([C:13]1[CH:14]=[C:15]2[C:19](=[CH:20][CH:21]=1)[NH:18][C:17](=[O:22])/[C:16]/2=[CH:23]\[C:24]1[NH:28][C:27]([CH3:29])=[C:26]([C:30]([NH:32][CH2:33][CH2:34][N:35]2[CH2:40][CH2:39][N:38]([C:41](=[O:47])[CH2:42][O:43]C(=O)C)[CH2:37][CH2:36]2)=[O:31])[C:25]=1[CH3:48])(=[O:12])=[O:11].C(=O)([O-])[O-].[K+].[K+]. (5) Given the product [S:1]1[CH:5]=[CH:4][C:3]([CH:6]=[CH:27][C:28]([O:30][CH2:31][CH3:32])=[O:29])=[CH:2]1, predict the reactants needed to synthesize it. The reactants are: [S:1]1[CH:5]=[CH:4][C:3]([CH:6]=O)=[CH:2]1.C1(P(=[CH:27][C:28]([O:30][CH2:31][CH3:32])=[O:29])(C2C=CC=CC=2)C2C=CC=CC=2)C=CC=CC=1.